Dataset: Forward reaction prediction with 1.9M reactions from USPTO patents (1976-2016). Task: Predict the product of the given reaction. (1) Given the reactants [NH2:1][C:2]1[N:10]=[C:9]2[C:5]([NH:6][CH:7]=[N:8]2)=[C:4](Cl)[N:3]=1.[Cl:12][C:13]1[CH:14]=[C:15]([CH:18]=[CH:19][CH:20]=1)[CH2:16][NH2:17].C(N(CC)CC)C, predict the reaction product. The product is: [NH2:1][C:2]1[N:10]=[C:9]2[C:5]([NH:6][CH:7]=[N:8]2)=[C:4]([NH:17][CH2:16][C:15]2[CH:18]=[CH:19][CH:20]=[C:13]([Cl:12])[CH:14]=2)[N:3]=1. (2) Given the reactants [C:1]([O:5][C:6]([N:8]1[CH2:13][CH2:12][CH:11]([C:14]([OH:16])=O)[CH2:10][CH2:9]1)=[O:7])([CH3:4])([CH3:3])[CH3:2].CN(C(ON1N=NC2C=CC=CC1=2)=[N+](C)C)C.F[P-](F)(F)(F)(F)F.C(N(C(C)C)CC)(C)C.[NH2:50][C:51]1[CH:52]=[C:53]([CH:56]=[CH:57][C:58]=1[NH2:59])[C:54]#[N:55], predict the reaction product. The product is: [C:1]([O:5][C:6]([N:8]1[CH2:9][CH2:10][CH:11]([C:14](=[O:16])[NH:59][C:58]2[CH:57]=[CH:56][C:53]([C:54]#[N:55])=[CH:52][C:51]=2[NH2:50])[CH2:12][CH2:13]1)=[O:7])([CH3:2])([CH3:3])[CH3:4]. (3) Given the reactants [Cl:1][C:2]1[CH:7]=[CH:6][C:5]([N:8]2[CH:12]=[CH:11][N:10]=[CH:9]2)=[CH:4][CH:3]=1.[Br:13][CH2:14][CH2:15][CH2:16][CH2:17][CH2:18][CH2:19][CH2:20][CH2:21][CH2:22][CH2:23][CH2:24][CH2:25][CH2:26][CH3:27], predict the reaction product. The product is: [Br-:13].[Cl:1][C:2]1[CH:3]=[CH:4][C:5]([N+:8]2[CH:12]=[CH:11][N:10]([CH2:27][CH2:26][CH2:25][CH2:24][CH2:23][CH2:22][CH2:21][CH2:20][CH2:19][CH2:18][CH2:17][CH2:16][CH2:15][CH3:14])[CH:9]=2)=[CH:6][CH:7]=1. (4) Given the reactants [CH2:1]([O:3][C:4]([CH:6]1[CH2:11][NH:10][C:9]2[CH:12]=[C:13]([Cl:16])[CH:14]=[CH:15][C:8]=2[O:7]1)=[O:5])[CH3:2].[C:17](O[C:17]([O:19][C:20]([CH3:23])([CH3:22])[CH3:21])=[O:18])([O:19][C:20]([CH3:23])([CH3:22])[CH3:21])=[O:18], predict the reaction product. The product is: [CH3:2][CH2:1][O:3][C:4]([CH:6]1[CH2:11][N:10]([C:17]([O:19][C:20]([CH3:23])([CH3:22])[CH3:21])=[O:18])[C:9]2[CH:12]=[C:13]([Cl:16])[CH:14]=[CH:15][C:8]=2[O:7]1)=[O:5]. (5) Given the reactants FC(F)(F)C(O)=O.[N+:8]([O-:11])([O-])=[O:9].[K+].[CH2:13]([O:20][C:21]1[CH:26]=[CH:25][C:24]([NH:27][C:28]([C:30]2[CH:35]=[N:34][CH:33]=[CH:32][N:31]=2)=[O:29])=[CH:23][C:22]=1[F:36])[C:14]1[CH:19]=[CH:18][CH:17]=[CH:16][CH:15]=1, predict the reaction product. The product is: [CH2:13]([O:20][C:21]1[C:22]([F:36])=[CH:23][C:24]([NH:27][C:28]([C:30]2[CH:35]=[N:34][CH:33]=[CH:32][N:31]=2)=[O:29])=[C:25]([N+:8]([O-:11])=[O:9])[CH:26]=1)[C:14]1[CH:15]=[CH:16][CH:17]=[CH:18][CH:19]=1.